This data is from Full USPTO retrosynthesis dataset with 1.9M reactions from patents (1976-2016). The task is: Predict the reactants needed to synthesize the given product. (1) Given the product [Br:11][CH2:1][C:2]1[C:6]2[CH:7]=[CH:8][CH:9]=[CH:10][C:5]=2[O:4][N:3]=1, predict the reactants needed to synthesize it. The reactants are: [CH3:1][C:2]1[C:6]2[CH:7]=[CH:8][CH:9]=[CH:10][C:5]=2[O:4][N:3]=1.[Br:11]N1C(=O)CCC1=O.C(OOC(=O)C1C=CC=CC=1)(=O)C1C=CC=CC=1. (2) Given the product [C:13]([Si:16]([CH3:18])([CH3:17])[O:11][C:4]1[CH:3]=[C:2]([CH3:1])[C:10]2[O:9][CH:8]=[CH:7][C:6]=2[CH:5]=1)([CH3:15])([CH3:14])[CH3:12], predict the reactants needed to synthesize it. The reactants are: [CH3:1][C:2]1[C:10]2[O:9][CH:8]=[CH:7][C:6]=2[CH:5]=[C:4]([OH:11])[CH:3]=1.[CH3:12][C:13]([Si:16](Cl)([CH3:18])[CH3:17])([CH3:15])[CH3:14].N1C=CN=C1. (3) Given the product [CH2:4]([C:6]1[CH:11]=[CH:10][CH:9]=[CH:8][C:7]=1[O:12][C:13]1[N:14]=[CH:15][C:16]([NH2:19])=[CH:17][CH:18]=1)[CH3:5], predict the reactants needed to synthesize it. The reactants are: O.NN.[CH2:4]([C:6]1[CH:11]=[CH:10][CH:9]=[CH:8][C:7]=1[O:12][C:13]1[CH:18]=[CH:17][C:16]([N+:19]([O-])=O)=[CH:15][N:14]=1)[CH3:5]. (4) Given the product [ClH:46].[NH2:8][C@@H:9]1[CH2:14][CH2:13][CH2:12][N:11]([C:15]2[N:38]([CH2:39][C:40]3[CH:45]=[CH:44][CH:43]=[CH:42][C:41]=3[Cl:46])[C:18]3[C:19](=[O:37])[N:20]([CH3:36])[C:21]4[CH:22]=[C:23]([C:29]([OH:31])=[O:30])[CH:24]=[C:25]([O:27][CH3:28])[C:26]=4[C:17]=3[N:16]=2)[CH2:10]1, predict the reactants needed to synthesize it. The reactants are: C(OC([NH:8][C@@H:9]1[CH2:14][CH2:13][CH2:12][N:11]([C:15]2[N:38]([CH2:39][C:40]3[CH:45]=[CH:44][CH:43]=[CH:42][C:41]=3[Cl:46])[C:18]3[C:19](=[O:37])[N:20]([CH3:36])[C:21]4[CH:22]=[C:23]([C:29]([O:31]C(C)(C)C)=[O:30])[CH:24]=[C:25]([O:27][CH3:28])[C:26]=4[C:17]=3[N:16]=2)[CH2:10]1)=O)(C)(C)C.Cl. (5) Given the product [ClH:16].[ClH:16].[CH:1]1([N:4]2[CH2:9][CH2:8][NH:7][CH2:6][CH2:5]2)[CH2:3][CH2:2]1, predict the reactants needed to synthesize it. The reactants are: [CH:1]1([N:4]2[CH2:9][CH2:8][N:7](C(=O)C(F)(F)F)[CH2:6][CH2:5]2)[CH2:3][CH2:2]1.[ClH:16].CC(O)C. (6) Given the product [Br:10][C:7]1[CH:8]=[CH:9][C:2]([NH:1][C:26]([C:21]2[CH:22]=[CH:23][CH:24]=[CH:25][N:20]=2)=[O:27])=[C:3]([C:4]#[N:5])[CH:6]=1, predict the reactants needed to synthesize it. The reactants are: [NH2:1][C:2]1[CH:9]=[CH:8][C:7]([Br:10])=[CH:6][C:3]=1[C:4]#[N:5].C(N(CC)C(C)C)(C)C.[N:20]1[CH:25]=[CH:24][CH:23]=[CH:22][C:21]=1[C:26](Cl)=[O:27]. (7) The reactants are: [C:1]([NH:8][C@:9]([CH2:33]C)([CH2:12][CH2:13][C:14]1[CH:19]=[CH:18][C:17]([O:20][CH2:21][CH2:22][CH2:23][CH2:24][C:25]2[CH:30]=[CH:29][CH:28]=[CH:27][CH:26]=2)=[C:16]([O:31][CH3:32])[CH:15]=1)[CH2:10][OH:11])([O:3][C:4]([CH3:7])([CH3:6])[CH3:5])=[O:2].C(N(CC)[P:38]1[O:44][CH2:43][C:42]2[CH:45]=[CH:46][CH:47]=[CH:48][C:41]=2[CH2:40][O:39]1)C.N1C=NN=N1.[OH:56]O. Given the product [C:4]([O:3][C:1](=[O:2])[NH:8][C@@:9]([CH3:33])([CH2:10][O:11][P:38]1(=[O:56])[O:39][CH2:40][C:41]2[CH:48]=[CH:47][CH:46]=[CH:45][C:42]=2[CH2:43][O:44]1)[CH2:12][CH2:13][C:14]1[CH:19]=[CH:18][C:17]([O:20][CH2:21][CH2:22][CH2:23][CH2:24][C:25]2[CH:30]=[CH:29][CH:28]=[CH:27][CH:26]=2)=[C:16]([O:31][CH3:32])[CH:15]=1)([CH3:7])([CH3:6])[CH3:5], predict the reactants needed to synthesize it. (8) Given the product [F:40][C:35]1[CH:34]=[C:33]([CH2:32][N:13]2[C:14]3[C:19](=[CH:18][CH:17]=[CH:16][CH:15]=3)[C:11]([C:8]3[CH:9]=[CH:10][C:5]([C:1]([CH3:4])([CH3:2])[CH3:3])=[CH:6][CH:7]=3)=[C:12]2[C:20]([OH:22])=[O:21])[CH:38]=[C:37]([F:39])[CH:36]=1, predict the reactants needed to synthesize it. The reactants are: [C:1]([C:5]1[CH:10]=[CH:9][C:8]([C:11]2[C:19]3[C:14](=[CH:15][CH:16]=[CH:17][CH:18]=3)[NH:13][C:12]=2[C:20]([O:22]CC)=[O:21])=[CH:7][CH:6]=1)([CH3:4])([CH3:3])[CH3:2].CC([O-])(C)C.[K+].Br[CH2:32][C:33]1[CH:38]=[C:37]([F:39])[CH:36]=[C:35]([F:40])[CH:34]=1.[OH-].[K+].Cl.